Dataset: Full USPTO retrosynthesis dataset with 1.9M reactions from patents (1976-2016). Task: Predict the reactants needed to synthesize the given product. (1) Given the product [CH3:14][O:13][C:8]1[CH:7]=[C:3]2[C:2](=[CH:10][C:9]=1[O:11][CH3:12])[N:1]=[C:15]([C:17]1[CH:27]=[C:26]([CH3:28])[C:20]([O:21][CH2:22][C:23]([NH2:25])=[O:24])=[C:19]([CH3:29])[CH:18]=1)[NH:6][C:4]2=[O:5], predict the reactants needed to synthesize it. The reactants are: [NH2:1][C:2]1[CH:10]=[C:9]([O:11][CH3:12])[C:8]([O:13][CH3:14])=[CH:7][C:3]=1[C:4]([NH2:6])=[O:5].[CH:15]([C:17]1[CH:27]=[C:26]([CH3:28])[C:20]([O:21][CH2:22][C:23]([NH2:25])=[O:24])=[C:19]([CH3:29])[CH:18]=1)=O.S([O-])(O)=O.[Na+].C1(C)C=CC(S(O)(=O)=O)=CC=1. (2) Given the product [OH:2][C:3]1[CH:17]=[CH:16][C:6]2[C:7]([CH:10]([NH:12][C:13](=[O:15])[CH3:14])[CH3:11])=[N:8][O:9][C:5]=2[CH:4]=1, predict the reactants needed to synthesize it. The reactants are: C[O:2][C:3]1[CH:17]=[CH:16][C:6]2[C:7]([CH:10]([NH:12][C:13](=[O:15])[CH3:14])[CH3:11])=[N:8][O:9][C:5]=2[CH:4]=1.C(Cl)Cl.B(Br)(Br)Br.C(Cl)Cl.C(OCC)(=O)C.